This data is from Merck oncology drug combination screen with 23,052 pairs across 39 cell lines. The task is: Regression. Given two drug SMILES strings and cell line genomic features, predict the synergy score measuring deviation from expected non-interaction effect. (1) Synergy scores: synergy=25.3. Drug 2: COC1CC2CCC(C)C(O)(O2)C(=O)C(=O)N2CCCCC2C(=O)OC(C(C)CC2CCC(OP(C)(C)=O)C(OC)C2)CC(=O)C(C)C=C(C)C(O)C(OC)C(=O)C(C)CC(C)C=CC=CC=C1C. Drug 1: CC1CC2C3CCC4=CC(=O)C=CC4(C)C3(F)C(O)CC2(C)C1(O)C(=O)CO. Cell line: OVCAR3. (2) Drug 1: Nc1ccn(C2OC(CO)C(O)C2(F)F)c(=O)n1. Drug 2: C#Cc1cccc(Nc2ncnc3cc(OCCOC)c(OCCOC)cc23)c1. Cell line: A2780. Synergy scores: synergy=1.38. (3) Drug 1: C#Cc1cccc(Nc2ncnc3cc(OCCOC)c(OCCOC)cc23)c1. Drug 2: CNC(=O)c1cc(Oc2ccc(NC(=O)Nc3ccc(Cl)c(C(F)(F)F)c3)cc2)ccn1. Cell line: A375. Synergy scores: synergy=17.3.